This data is from Catalyst prediction with 721,799 reactions and 888 catalyst types from USPTO. The task is: Predict which catalyst facilitates the given reaction. Reactant: [NH2:1][C:2]1[N:6]2[CH:7]=[C:8]([C:13]3[CH:18]=[CH:17][C:16]([Cl:19])=[CH:15][C:14]=3[Cl:20])[C:9]([C:11]#[N:12])=[CH:10][C:5]2=[N:4][CH:3]=1. Product: [NH2:12][CH2:11][C:9]1[C:8]([C:13]2[CH:18]=[CH:17][C:16]([Cl:19])=[CH:15][C:14]=2[Cl:20])=[CH:7][N:6]2[C:2]([NH2:1])=[CH:3][N:4]=[C:5]2[CH:10]=1. The catalyst class is: 1.